Dataset: Forward reaction prediction with 1.9M reactions from USPTO patents (1976-2016). Task: Predict the product of the given reaction. (1) Given the reactants Br[Si](C)(C)C.[CH2:6]([O:13][C@H:14]1[C@H:19]([O:20][CH2:21][C:22]2[CH:27]=[CH:26][CH:25]=[CH:24][CH:23]=2)[C@H:18]([O:28][CH2:29][C:30]2[CH:35]=[CH:34][CH:33]=[CH:32][CH:31]=2)[C@H:17]([CH3:36])[O:16][C@@H:15]1[CH2:37][P:38](=[O:45])([O:42]CC)[O:39]CC)[C:7]1[CH:12]=[CH:11][CH:10]=[CH:9][CH:8]=1, predict the reaction product. The product is: [CH2:6]([O:13][C@H:14]1[C@H:19]([O:20][CH2:21][C:22]2[CH:27]=[CH:26][CH:25]=[CH:24][CH:23]=2)[C@H:18]([O:28][CH2:29][C:30]2[CH:31]=[CH:32][CH:33]=[CH:34][CH:35]=2)[C@H:17]([CH3:36])[O:16][C@@H:15]1[CH2:37][P:38](=[O:39])([OH:42])[OH:45])[C:7]1[CH:8]=[CH:9][CH:10]=[CH:11][CH:12]=1. (2) Given the reactants C([N:8]1[CH2:13][CH2:12][N:11]([C:14](=[O:36])[CH2:15][CH2:16][C:17]2[CH:35]=[CH:34][CH:33]=[CH:32][C:18]=2[O:19][C:20]2[CH:31]=[CH:30][CH:29]=[CH:28][C:21]=2[CH2:22][CH2:23][NH:24][C:25](=[O:27])[CH3:26])[C@H:10]([CH2:37][C:38]2[CH:43]=[CH:42][C:41]([OH:44])=[CH:40][CH:39]=2)[CH2:9]1)C1C=CC=CC=1.[N:45]1([C:51](Cl)=[O:52])[CH2:50][CH2:49][O:48][CH2:47][CH2:46]1, predict the reaction product. The product is: [N:45]1([C:51]([O:44][C:41]2[CH:42]=[CH:43][C:38]([CH2:37][C@@H:10]3[CH2:9][NH:8][CH2:13][CH2:12][N:11]3[C:14](=[O:36])[CH2:15][CH2:16][C:17]3[CH:35]=[CH:34][CH:33]=[CH:32][C:18]=3[O:19][C:20]3[CH:31]=[CH:30][CH:29]=[CH:28][C:21]=3[CH2:22][CH2:23][NH:24][C:25](=[O:27])[CH3:26])=[CH:39][CH:40]=2)=[O:52])[CH2:50][CH2:49][O:48][CH2:47][CH2:46]1.